Task: Predict the product of the given reaction.. Dataset: Forward reaction prediction with 1.9M reactions from USPTO patents (1976-2016) (1) The product is: [CH2:1]([O:8][C:9]([N:11]1[CH2:16][CH2:15][CH:14]([NH:17][C:18]([O:20][C:21]([CH3:22])([CH3:24])[CH3:23])=[O:19])[CH:13]([O:25][CH3:29])[CH2:12]1)=[O:10])[C:2]1[CH:3]=[CH:4][CH:5]=[CH:6][CH:7]=1. Given the reactants [CH2:1]([O:8][C:9]([N:11]1[CH2:16][CH2:15][CH:14]([NH:17][C:18]([O:20][C:21]([CH3:24])([CH3:23])[CH3:22])=[O:19])[CH:13]([OH:25])[CH2:12]1)=[O:10])[C:2]1[CH:7]=[CH:6][CH:5]=[CH:4][CH:3]=1.[H-].[Na+].I[CH3:29], predict the reaction product. (2) Given the reactants C(OC(=O)[NH:7][C@H:8]([C:10]1[N:14]([C:15]2[CH:20]=[CH:19][CH:18]=[CH:17][CH:16]=2)[C:13]2[CH:21]=[C:22]([CH3:25])[CH:23]=[CH:24][C:12]=2[N:11]=1)[CH3:9])(C)(C)C.C(O)(C(F)(F)F)=O, predict the reaction product. The product is: [CH3:25][C:22]1[CH:23]=[CH:24][C:12]2[N:11]=[C:10]([C@@H:8]([NH2:7])[CH3:9])[N:14]([C:15]3[CH:16]=[CH:17][CH:18]=[CH:19][CH:20]=3)[C:13]=2[CH:21]=1.